Dataset: Forward reaction prediction with 1.9M reactions from USPTO patents (1976-2016). Task: Predict the product of the given reaction. Given the reactants [Cl:1][C:2]1[S:6][C:5]2[C:7]3([O:13][CH2:14][C:15]([F:17])([F:16])[C:4]=2[CH:3]=1)[CH2:12][CH2:11][NH:10][CH2:9][CH2:8]3.[CH3:18][C:19]1[C:23]([CH:24]=O)=[CH:22][NH:21][N:20]=1.C(O[BH-](OC(=O)C)OC(=O)C)(=O)C.[Na+], predict the reaction product. The product is: [Cl:1][C:2]1[S:6][C:5]2[C:7]3([O:13][CH2:14][C:15]([F:16])([F:17])[C:4]=2[CH:3]=1)[CH2:8][CH2:9][N:10]([CH2:24][C:23]1[C:19]([CH3:18])=[N:20][NH:21][CH:22]=1)[CH2:11][CH2:12]3.